Task: Predict the product of the given reaction.. Dataset: Forward reaction prediction with 1.9M reactions from USPTO patents (1976-2016) (1) Given the reactants [Cl:1][C:2]1[N:11]=[CH:10][C:9]2[N:8]([CH:12]3[CH2:17][CH2:16][O:15][CH2:14][CH2:13]3)[C:7](=[O:18])[CH:6]3[CH2:19][O:20][CH2:21][CH2:22][N:5]3[C:4]=2[N:3]=1.[CH3:23]C(C)([O-])C.[Na+].IC, predict the reaction product. The product is: [Cl:1][C:2]1[N:11]=[CH:10][C:9]2[N:8]([CH:12]3[CH2:13][CH2:14][O:15][CH2:16][CH2:17]3)[C:7](=[O:18])[C:6]3([CH3:23])[CH2:19][O:20][CH2:21][CH2:22][N:5]3[C:4]=2[N:3]=1. (2) The product is: [CH2:19]([NH:26][C:2]1[CH:7]=[CH:6][C:5]([C:8](=[O:15])[CH:9]([CH3:14])[CH2:10][C:11]([OH:13])=[O:12])=[CH:4][C:3]=1[N+:16]([O-:18])=[O:17])[C:20]1[CH:25]=[CH:24][CH:23]=[CH:22][CH:21]=1. Given the reactants Cl[C:2]1[CH:7]=[CH:6][C:5]([C:8](=[O:15])[CH:9]([CH3:14])[CH2:10][C:11]([OH:13])=[O:12])=[CH:4][C:3]=1[N+:16]([O-:18])=[O:17].[CH2:19]([NH2:26])[C:20]1[CH:25]=[CH:24][CH:23]=[CH:22][CH:21]=1, predict the reaction product. (3) Given the reactants C([O:3][C:4]([C:6]1[S:10][C:9]([C:11]2[CH:12]=[N:13][CH:14]=[CH:15][CH:16]=2)=[N:8][C:7]=1[C:17]([F:20])([F:19])[F:18])=[O:5])C.[OH-].[Na+], predict the reaction product. The product is: [N:13]1[CH:14]=[CH:15][CH:16]=[C:11]([C:9]2[S:10][C:6]([C:4]([OH:5])=[O:3])=[C:7]([C:17]([F:19])([F:20])[F:18])[N:8]=2)[CH:12]=1. (4) Given the reactants [CH:1]1([C:4]([NH:6][C:7]2[N:8]=[C:9]3[CH:14]=[CH:13][C:12]([O:15][C:16]4[CH:17]=[CH:18][C:19]([F:32])=[C:20]([NH:22][C:23]([C:25]5[N:29]([CH3:30])[N:28]=[C:27]([CH3:31])[CH:26]=5)=[O:24])[CH:21]=4)=[N:11][N:10]3[CH:33]=2)=[O:5])[CH2:3][CH2:2]1.[CH3:34][S:35]([OH:38])(=[O:37])=[O:36], predict the reaction product. The product is: [CH3:34][S:35]([OH:38])(=[O:37])=[O:36].[CH:1]1([C:4]([NH:6][C:7]2[N:8]=[C:9]3[CH:14]=[CH:13][C:12]([O:15][C:16]4[CH:17]=[CH:18][C:19]([F:32])=[C:20]([NH:22][C:23]([C:25]5[N:29]([CH3:30])[N:28]=[C:27]([CH3:31])[CH:26]=5)=[O:24])[CH:21]=4)=[N:11][N:10]3[CH:33]=2)=[O:5])[CH2:3][CH2:2]1. (5) Given the reactants [C:1](Cl)(=[O:11])[CH2:2][CH2:3][CH2:4][CH2:5][CH2:6][CH2:7][C:8](Cl)=[O:9].[CH2:13]([NH2:20])[C:14]1[CH:19]=[CH:18][CH:17]=[CH:16][CH:15]=1.CCN(C(C)C)C(C)C.Cl.C1C[O:34]CC1, predict the reaction product. The product is: [CH2:13]([NH:20][C:1](=[O:11])[CH2:2][CH2:3][CH2:4][CH2:5][CH2:6][CH2:7][C:8]([OH:34])=[O:9])[C:14]1[CH:19]=[CH:18][CH:17]=[CH:16][CH:15]=1. (6) Given the reactants [CH3:1][O:2][C:3](=[O:19])[C:4]1[CH:9]=[CH:8][CH:7]=[C:6]([CH2:10][N:11]2[C:16](=[O:17])[CH:15]=[CH:14][C:13](Cl)=[N:12]2)[CH:5]=1.CC1(C)C(C)(C)OB([C:28]2[CH:29]=[C:30]([CH2:34][OH:35])[CH:31]=[CH:32][CH:33]=2)O1.C([O-])([O-])=O.[Na+].[Na+], predict the reaction product. The product is: [CH3:1][O:2][C:3](=[O:19])[C:4]1[CH:9]=[CH:8][CH:7]=[C:6]([CH2:10][N:11]2[C:16](=[O:17])[CH:15]=[CH:14][C:13]([C:28]3[CH:33]=[CH:32][CH:31]=[C:30]([CH2:34][OH:35])[CH:29]=3)=[N:12]2)[CH:5]=1. (7) Given the reactants [CH2:1]([NH:8][C:9](=[O:22])[C@@:10]([NH2:21])(C(OC(C)(C)C)=O)[CH2:11][O:12][CH3:13])[C:2]1[CH:7]=[CH:6][CH:5]=[CH:4][CH:3]=1.C(O)(C(F)(F)F)=O, predict the reaction product. The product is: [NH2:21][C@H:10]([CH2:11][O:12][CH3:13])[C:9]([NH:8][CH2:1][C:2]1[CH:7]=[CH:6][CH:5]=[CH:4][CH:3]=1)=[O:22].